From a dataset of Reaction yield outcomes from USPTO patents with 853,638 reactions. Predict the reaction yield, written as a fraction of the theoretical maximum amount of product (1.0 means a 100% yield; for example, 0.34 means a 34% yield). (1) No catalyst specified. The product is [Br:24][C:22]1[CH:23]=[C:18]([NH:16][C:13]2[CH:14]=[CH:15][N:11]([CH2:10][CH2:9][O:8][Si:1]([C:4]([CH3:7])([CH3:5])[CH3:6])([CH3:3])[CH3:2])[N:12]=2)[C:19](=[O:26])[N:20]([CH3:25])[CH:21]=1. The reactants are [Si:1]([O:8][CH2:9][CH2:10][N:11]1[CH:15]=[CH:14][C:13]([NH2:16])=[N:12]1)([C:4]([CH3:7])([CH3:6])[CH3:5])([CH3:3])[CH3:2].Br[C:18]1[C:19](=[O:26])[N:20]([CH3:25])[CH:21]=[C:22]([Br:24])[CH:23]=1. The yield is 0.760. (2) The reactants are Br[C:2]1[CH:7]=[CH:6][C:5]([C:8]2([CH2:12][OH:13])[CH2:11][CH2:10][CH2:9]2)=[C:4]([O:14][CH3:15])[CH:3]=1.[Cl:16][C:17]1[CH:25]=[C:24]2[C:20]([C:21]([C:26]([O:28][CH3:29])=[O:27])=[CH:22][NH:23]2)=[CH:19][C:18]=1B1OCC(C)(C)CO1.C(=O)([O-])[O-].[K+].[K+]. The catalyst is O1CCOCC1.O. The product is [Cl:16][C:17]1[CH:25]=[C:24]2[C:20]([C:21]([C:26]([O:28][CH3:29])=[O:27])=[CH:22][NH:23]2)=[CH:19][C:18]=1[C:2]1[CH:7]=[CH:6][C:5]([C:8]2([CH2:12][OH:13])[CH2:11][CH2:10][CH2:9]2)=[C:4]([O:14][CH3:15])[CH:3]=1. The yield is 0.830.